This data is from Full USPTO retrosynthesis dataset with 1.9M reactions from patents (1976-2016). The task is: Predict the reactants needed to synthesize the given product. (1) Given the product [CH:22]1([C:20]([N:17]2[CH2:18][CH2:19][C@@H:15]([CH2:14][N:9]3[C:8]([C:5]4[CH:6]=[CH:7][C:2]([C:31]5[CH:32]=[C:33]6[C:28]([CH:27]=[CH:26][NH:25]6)=[CH:29][CH:30]=5)=[CH:3][CH:4]=4)=[N:12][NH:11][C:10]3=[O:13])[CH2:16]2)=[O:21])[CH2:24][CH2:23]1, predict the reactants needed to synthesize it. The reactants are: Br[C:2]1[CH:7]=[CH:6][C:5]([C:8]2[N:9]([CH2:14][C@@H:15]3[CH2:19][CH2:18][N:17]([C:20]([CH:22]4[CH2:24][CH2:23]4)=[O:21])[CH2:16]3)[C:10](=[O:13])[NH:11][N:12]=2)=[CH:4][CH:3]=1.[NH:25]1[C:33]2[C:28](=[CH:29][CH:30]=[C:31](B(O)O)[CH:32]=2)[CH:27]=[CH:26]1.[O-]P([O-])([O-])=O.[K+].[K+].[K+]. (2) The reactants are: [Cl:1][C:2]1[CH:22]=[C:21](/[CH:23]=[CH:24]/[C:25]2[CH:30]=[CH:29][CH:28]=[CH:27][CH:26]=2)[CH:20]=[CH:19][C:3]=1[CH2:4][N:5]1[C:9]2=[N:10][C:11]([C:14]([O:16][CH3:17])=[O:15])=[CH:12][CH:13]=[C:8]2[N:7]=[C:6]1[CH3:18]. Given the product [Cl:1][C:2]1[CH:22]=[C:21]([CH2:23][CH2:24][C:25]2[CH:26]=[CH:27][CH:28]=[CH:29][CH:30]=2)[CH:20]=[CH:19][C:3]=1[CH2:4][N:5]1[C:9]2=[N:10][C:11]([C:14]([O:16][CH3:17])=[O:15])=[CH:12][CH:13]=[C:8]2[N:7]=[C:6]1[CH3:18], predict the reactants needed to synthesize it. (3) Given the product [C:1]([O:5][C:6](=[O:7])[NH:8][CH2:9][CH:10]([C:12]1[CH:20]=[CH:19][C:15]([C:16](=[O:18])[NH:59][CH2:52][C:53]2[CH:58]=[CH:57][CH:56]=[CH:55][CH:54]=2)=[CH:14][N:13]=1)[OH:11])([CH3:2])([CH3:3])[CH3:4], predict the reactants needed to synthesize it. The reactants are: [C:1]([O:5][C:6]([NH:8][CH2:9][CH:10]([C:12]1[CH:20]=[CH:19][C:15]([C:16]([OH:18])=O)=[CH:14][N:13]=1)[OH:11])=[O:7])([CH3:4])([CH3:3])[CH3:2].C(N(C(C)C)CC)(C)C.F[B-](F)(F)F.N1(OC(=[N+](C)C)N(C)C)C2C=CC=CC=2N=N1.[CH2:52]([NH2:59])[C:53]1[CH:58]=[CH:57][CH:56]=[CH:55][CH:54]=1. (4) Given the product [OH:27][N:26]=[C:17]([C:15]1[S:16][C:12]([N:9]2[CH2:10][CH2:11][CH:6]([O:5][C:4]3[CH:19]=[CH:20][CH:21]=[CH:22][C:3]=3[C:2]([F:24])([F:1])[F:23])[CH2:7][CH2:8]2)=[N:13][N:14]=1)[NH2:18], predict the reactants needed to synthesize it. The reactants are: [F:1][C:2]([F:24])([F:23])[C:3]1[CH:22]=[CH:21][CH:20]=[CH:19][C:4]=1[O:5][CH:6]1[CH2:11][CH2:10][N:9]([C:12]2[S:16][C:15]([C:17]#[N:18])=[N:14][N:13]=2)[CH2:8][CH2:7]1.Cl.[NH2:26][OH:27].C(=O)([O-])[O-].[K+].[K+]. (5) The reactants are: [H-].C([Al+]CC(C)C)C(C)C.C1(C)C=CC=CC=1.[CH3:18][S:19]([CH2:22][C:23]1[CH:32]=[CH:31][C:26]([C:27](OC)=[O:28])=[CH:25][CH:24]=1)(=[O:21])=[O:20].C(C(C(C([O-])=O)O)O)([O-])=O.[K+].[Na+]. Given the product [CH3:18][S:19]([CH2:22][C:23]1[CH:32]=[CH:31][C:26]([CH2:27][OH:28])=[CH:25][CH:24]=1)(=[O:20])=[O:21], predict the reactants needed to synthesize it.